From a dataset of Full USPTO retrosynthesis dataset with 1.9M reactions from patents (1976-2016). Predict the reactants needed to synthesize the given product. (1) Given the product [CH2:23]([O:27][C:28]([N:30]1[CH2:31][CH2:32][N:33]([C:36](=[O:49])[C@@H:37]([NH:48][C:13]([C:4]2[CH:3]=[C:2]([OH:1])[C:11]3[C:6](=[CH:7][C:8]([CH3:12])=[CH:9][CH:10]=3)[N:5]=2)=[O:15])[CH2:38][CH2:39][O:40][CH2:41][C:42]2[CH:43]=[CH:44][CH:45]=[CH:46][CH:47]=2)[CH2:34][CH2:35]1)=[O:29])[CH2:24][CH2:25][CH3:26], predict the reactants needed to synthesize it. The reactants are: [OH:1][C:2]1[C:11]2[C:6](=[CH:7][C:8]([CH3:12])=[CH:9][CH:10]=2)[N:5]=[C:4]([C:13]([OH:15])=O)[CH:3]=1.FC(F)(F)C(O)=O.[CH2:23]([O:27][C:28]([N:30]1[CH2:35][CH2:34][N:33]([C:36](=[O:49])[C@@H:37]([NH2:48])[CH2:38][CH2:39][O:40][CH2:41][C:42]2[CH:47]=[CH:46][CH:45]=[CH:44][CH:43]=2)[CH2:32][CH2:31]1)=[O:29])[CH2:24][CH2:25][CH3:26].C1C=CC2N(O)N=NC=2C=1.C(Cl)CCl. (2) Given the product [ClH:39].[CH2:1]([C:3]1[S:7][C:6]([CH2:8][N:9]2[C:14]3[CH:15]=[C:16]([C:18]4[CH:23]=[CH:22][CH:21]=[CH:20][CH:19]=4)[S:17][C:13]=3[C:12](=[O:24])[N:11]([CH:25]3[CH2:26][CH2:27][NH:28][CH2:29][CH2:30]3)[C:10]2=[O:38])=[CH:5][CH:4]=1)[CH3:2], predict the reactants needed to synthesize it. The reactants are: [CH2:1]([C:3]1[S:7][C:6]([CH2:8][N:9]2[C:14]3[CH:15]=[C:16]([C:18]4[CH:23]=[CH:22][CH:21]=[CH:20][CH:19]=4)[S:17][C:13]=3[C:12](=[O:24])[N:11]([CH:25]3[CH2:30][CH2:29][N:28](C(OC(C)(C)C)=O)[CH2:27][CH2:26]3)[C:10]2=[O:38])=[CH:5][CH:4]=1)[CH3:2].[ClH:39]. (3) Given the product [F:52][C:53]([F:58])([F:57])[C:54]([OH:56])=[O:55].[OH:19][CH2:18][C@@H:17]([NH:20][CH2:28][C@H:29]([OH:38])[CH2:30][O:31][C:32]1[CH:37]=[CH:36][CH:35]=[CH:34][CH:33]=1)[CH2:16][C:15]1[CH:39]=[CH:40][C:12]([NH:11][C:9]([NH:8][C:3]2[CH:4]=[CH:5][CH:6]=[CH:7][C:2]=2[NH:1][S:48]([CH3:47])(=[O:50])=[O:49])=[O:10])=[CH:13][CH:14]=1, predict the reactants needed to synthesize it. The reactants are: [NH2:1][C:2]1[CH:7]=[CH:6][CH:5]=[CH:4][C:3]=1[NH:8][C:9]([NH:11][C:12]1[CH:40]=[CH:39][C:15]([CH2:16][C@H:17]([N:20]([CH2:28][C@H:29]([OH:38])[CH2:30][O:31][C:32]2[CH:37]=[CH:36][CH:35]=[CH:34][CH:33]=2)C(=O)OC(C)(C)C)[CH2:18][OH:19])=[CH:14][CH:13]=1)=[O:10].N1C=CC=CC=1.[CH3:47][S:48](Cl)(=[O:50])=[O:49].[F:52][C:53]([F:58])([F:57])[C:54]([OH:56])=[O:55]. (4) Given the product [CH3:3][Si:2]([CH3:5])([CH3:4])[O:10][CH:7]([CH2:8][CH3:9])[CH3:6], predict the reactants needed to synthesize it. The reactants are: Cl[Si:2]([CH3:5])([CH3:4])[CH3:3].[CH3:6][CH:7]([OH:10])[CH2:8][CH3:9].CN1C=CN=C1. (5) The reactants are: [Br:1][C:2]1[CH:3]=[CH:4][C:5]2[C:11]3[S:12][C:13]([C:15](=[N:24][NH2:25])[NH:16][C:17]4[CH:22]=[CH:21][CH:20]=[CH:19][C:18]=4[Cl:23])=[CH:14][C:10]=3[CH2:9][CH2:8][O:7][C:6]=2[CH:26]=1.[C:27](C1NC=CN=1)(C1NC=CN=1)=[O:28].C(=O)(O)[O-].[Na+]. Given the product [Br:1][C:2]1[CH:3]=[CH:4][C:5]2[C:11]3[S:12][C:13]([C:15]4[N:16]([C:17]5[CH:22]=[CH:21][CH:20]=[CH:19][C:18]=5[Cl:23])[C:27](=[O:28])[NH:25][N:24]=4)=[CH:14][C:10]=3[CH2:9][CH2:8][O:7][C:6]=2[CH:26]=1, predict the reactants needed to synthesize it.